Dataset: Forward reaction prediction with 1.9M reactions from USPTO patents (1976-2016). Task: Predict the product of the given reaction. (1) Given the reactants [CH:1]1([C:4]2[N:5]=[CH:6][C:7]([O:10][C@H:11]3[CH2:40][N:14]4[CH2:15][CH2:16][N:17]([C:19](=[O:39])[CH:20]([NH:31][C:32](=[O:38])[O:33][C:34](C)(C)C)[C:21]5[CH:26]=[CH:25][CH:24]=[C:23]([C:27]([F:30])([F:29])[F:28])[CH:22]=5)[CH2:18][C@@H:13]4[CH2:12]3)=[N:8][CH:9]=2)[CH2:3][CH2:2]1.ClC(OC)=O.C(N(CC)CC)C, predict the reaction product. The product is: [CH:1]1([C:4]2[N:5]=[CH:6][C:7]([O:10][C@H:11]3[CH2:40][N:14]4[CH2:15][CH2:16][N:17]([C:19](=[O:39])[CH:20]([NH:31][C:32](=[O:38])[O:33][CH3:34])[C:21]5[CH:26]=[CH:25][CH:24]=[C:23]([C:27]([F:30])([F:28])[F:29])[CH:22]=5)[CH2:18][C@@H:13]4[CH2:12]3)=[N:8][CH:9]=2)[CH2:2][CH2:3]1. (2) Given the reactants [C:1]([C:4]1[S:5][CH:6]=[CH:7][C:8]=1[N:9]([C:16](=O)[CH2:17][CH2:18][C:19]1[CH:24]=[CH:23][CH:22]=[C:21]([F:25])[C:20]=1[F:26])[CH2:10][C:11]([O:13][CH2:14][CH3:15])=[O:12])(=[O:3])[NH2:2].[H-].[Na+].Cl, predict the reaction product. The product is: [F:26][C:20]1[C:21]([F:25])=[CH:22][CH:23]=[CH:24][C:19]=1[CH2:18][CH2:17][C:16]1[N:9]([CH2:10][C:11]([O:13][CH2:14][CH3:15])=[O:12])[C:8]2[CH:7]=[CH:6][S:5][C:4]=2[C:1](=[O:3])[N:2]=1. (3) Given the reactants [CH2:1]([C:4]1[CH:8]=[C:7]([C:9]([O:11][CH2:12][CH3:13])=[O:10])[NH:6][N:5]=1)[CH2:2][CH3:3].[Br:14][C:15]1[CH:20]=[CH:19][C:18]([CH2:21]Br)=[CH:17][N:16]=1.C(=O)([O-])[O-].[K+].[K+].CN(C=O)C.C([O-])(O)=O.[Na+], predict the reaction product. The product is: [CH2:12]([O:11][C:9]([C:7]1[CH:8]=[C:4]([CH2:1][CH2:2][CH3:3])[N:5]([CH2:21][C:18]2[CH:17]=[N:16][C:15]([Br:14])=[CH:20][CH:19]=2)[N:6]=1)=[O:10])[CH3:13]. (4) The product is: [Br:1][C:2]1[CH:3]=[N:4][C:5]2[N:6]([N:8]=[C:9]([C:11]([N:16]3[CH2:17][CH2:18][C:19]4[C:24](=[CH:23][CH:22]=[CH:21][C:20]=4[C:25]4[O:26][C:27]([CH3:30])=[CH:28][CH:29]=4)[CH:15]3[CH3:14])=[O:13])[CH:10]=2)[CH:7]=1. Given the reactants [Br:1][C:2]1[CH:3]=[N:4][C:5]2[N:6]([N:8]=[C:9]([C:11]([OH:13])=O)[CH:10]=2)[CH:7]=1.[CH3:14][CH:15]1[C:24]2[C:19](=[C:20]([C:25]3[O:26][C:27]([CH3:30])=[CH:28][CH:29]=3)[CH:21]=[CH:22][CH:23]=2)[CH2:18][CH2:17][NH:16]1, predict the reaction product.